Dataset: Peptide-MHC class I binding affinity with 185,985 pairs from IEDB/IMGT. Task: Regression. Given a peptide amino acid sequence and an MHC pseudo amino acid sequence, predict their binding affinity value. This is MHC class I binding data. (1) The binding affinity (normalized) is 0.662. The MHC is HLA-B53:01 with pseudo-sequence HLA-B53:01. The peptide sequence is LPATLAFHL. (2) The binding affinity (normalized) is 0.566. The peptide sequence is SSDSGSGFWKALT. The MHC is Mamu-B3901 with pseudo-sequence Mamu-B3901. (3) The peptide sequence is YMDDLYVGSD. The MHC is HLA-A02:01 with pseudo-sequence HLA-A02:01. The binding affinity (normalized) is 0.169. (4) The MHC is HLA-B08:01 with pseudo-sequence HLA-B08:01. The binding affinity (normalized) is 0.0847. The peptide sequence is ILGLPTQTV. (5) The peptide sequence is SMSQELAEL. The MHC is HLA-A02:06 with pseudo-sequence HLA-A02:06. The binding affinity (normalized) is 0.517. (6) The binding affinity (normalized) is 0.265. The peptide sequence is WQQLLALAD. The MHC is Mamu-B03 with pseudo-sequence Mamu-B03. (7) The peptide sequence is KTDEVVTL. The MHC is HLA-B58:02 with pseudo-sequence HLA-B58:02. The binding affinity (normalized) is 0.172. (8) The peptide sequence is VTFFCVMTY. The MHC is HLA-A30:01 with pseudo-sequence HLA-A30:01. The binding affinity (normalized) is 0.257.